From a dataset of Full USPTO retrosynthesis dataset with 1.9M reactions from patents (1976-2016). Predict the reactants needed to synthesize the given product. (1) The reactants are: [F:1][C@@:2]1([CH2:15][OH:16])[CH2:7][CH2:6][CH2:5][N:4]([C:8]([O:10][C:11]([CH3:14])([CH3:13])[CH3:12])=[O:9])[CH2:3]1.[H-].[Na+].Cl[C:20]1[N:29]=[C:28]([Cl:30])[CH:27]=[C:26]2[C:21]=1[CH:22]=[CH:23][CH:24]=[N:25]2. Given the product [Cl:30][C:28]1[CH:27]=[C:26]2[C:21]([CH:22]=[CH:23][CH:24]=[N:25]2)=[C:20]([O:16][CH2:15][C@:2]2([F:1])[CH2:7][CH2:6][CH2:5][N:4]([C:8]([O:10][C:11]([CH3:12])([CH3:13])[CH3:14])=[O:9])[CH2:3]2)[N:29]=1, predict the reactants needed to synthesize it. (2) Given the product [NH2:17][C:13]1[N:12]=[C:11]([N:8]2[C:9]3[C:5](=[CH:4][CH:3]=[C:2]([C:40]#[C:39][C:37]([C:33]4[O:32][CH:36]=[CH:35][N:34]=4)([OH:41])[CH3:38])[CH:10]=3)[C:6]([C:18]([N:20]3[CH2:25][CH2:24][O:23][CH2:22][CH2:21]3)=[O:19])=[N:7]2)[CH:16]=[CH:15][N:14]=1, predict the reactants needed to synthesize it. The reactants are: I[C:2]1[CH:10]=[C:9]2[C:5]([C:6]([C:18]([N:20]3[CH2:25][CH2:24][O:23][CH2:22][CH2:21]3)=[O:19])=[N:7][N:8]2[C:11]2[CH:16]=[CH:15][N:14]=[C:13]([NH2:17])[N:12]=2)=[CH:4][CH:3]=1.N1CCCCC1.[O:32]1[CH:36]=[CH:35][N:34]=[C:33]1[C:37]([OH:41])([C:39]#[CH:40])[CH3:38]. (3) Given the product [CH2:1]([O:3][C:4]([C:6]1([C:9]2[CH:10]=[CH:11][C:12]([C:15]3[CH:16]=[CH:17][C:18]([C:21]4[O:25][N:24]=[C:23]([CH3:26])[C:22]=4[CH2:27][CH2:28][C:29](=[O:31])[N:36]([CH2:35][C:34]4[CH:38]=[CH:39][CH:40]=[CH:41][C:33]=4[F:32])[CH3:37])=[CH:19][CH:20]=3)=[CH:13][CH:14]=2)[CH2:8][CH2:7]1)=[O:5])[CH3:2], predict the reactants needed to synthesize it. The reactants are: [CH2:1]([O:3][C:4]([C:6]1([C:9]2[CH:14]=[CH:13][C:12]([C:15]3[CH:20]=[CH:19][C:18]([C:21]4[O:25][N:24]=[C:23]([CH3:26])[C:22]=4[CH2:27][CH2:28][C:29]([OH:31])=O)=[CH:17][CH:16]=3)=[CH:11][CH:10]=2)[CH2:8][CH2:7]1)=[O:5])[CH3:2].[F:32][C:33]1[CH:41]=[CH:40][CH:39]=[CH:38][C:34]=1[CH2:35][NH:36][CH3:37]. (4) The reactants are: C(C1C=CC=C(C(C)C)C=1N=[C:14]=[O:15])(C)C.[CH2:16]([O:18][C:19](=[O:36])[C:20]1[CH:25]=[CH:24][C:23]([NH:26][C:27]2([C:33](=[O:35])[NH2:34])[CH2:32][CH2:31][CH2:30][CH2:29][CH2:28]2)=[CH:22][CH:21]=1)[CH3:17]. Given the product [CH2:16]([O:18][C:19](=[O:36])[C:20]1[CH:21]=[CH:22][C:23]([N:26]2[C:27]3([CH2:32][CH2:31][CH2:30][CH2:29][CH2:28]3)[C:33](=[O:35])[NH:34][C:14]2=[O:15])=[CH:24][CH:25]=1)[CH3:17], predict the reactants needed to synthesize it. (5) Given the product [Cl:12][C:8]1[CH:7]=[C:6]2[C:11]([C:2]([N:23]3[CH2:24][CH2:25][N:20]([C:17]4[CH:16]=[C:15]5[C:14]([C:29](=[O:30])[C:28]([C:31]([OH:33])=[O:32])=[CH:27][N:26]5[CH:34]5[CH2:35][CH2:36]5)=[CH:13][C:18]=4[F:19])[CH2:21][CH2:22]3)=[CH:3][CH:4]=[N:5]2)=[CH:10][CH:9]=1, predict the reactants needed to synthesize it. The reactants are: Cl[C:2]1[C:11]2[C:6](=[CH:7][C:8]([Cl:12])=[CH:9][CH:10]=2)[N:5]=[CH:4][CH:3]=1.[CH:13]1[C:14]2[C:29](=[O:30])[C:28]([C:31]([OH:33])=[O:32])=[CH:27][N:26]([CH:34]3[CH2:36][CH2:35]3)[C:15]=2[CH:16]=[C:17]([N:20]2[CH2:25][CH2:24][NH:23][CH2:22][CH2:21]2)[C:18]=1[F:19].C1(O)C=CC=CC=1.